The task is: Predict the product of the given reaction.. This data is from Forward reaction prediction with 1.9M reactions from USPTO patents (1976-2016). Given the reactants [CH2:1]([N:8]([CH2:19][CH2:20][OH:21])[C:9](=[O:18])[C:10]1[CH:15]=[CH:14][CH:13]=[C:12]([Br:16])[C:11]=1F)[C:2]1[CH:7]=[CH:6][CH:5]=[CH:4][CH:3]=1.[H-].[Na+], predict the reaction product. The product is: [CH2:1]([N:8]1[C:9](=[O:18])[C:10]2[CH:15]=[CH:14][CH:13]=[C:12]([Br:16])[C:11]=2[O:21][CH2:20][CH2:19]1)[C:2]1[CH:7]=[CH:6][CH:5]=[CH:4][CH:3]=1.